Dataset: Skin sensitization/reaction prediction data. Task: Regression/Classification. Given a drug SMILES string, predict its toxicity properties. Task type varies by dataset: regression for continuous values (e.g., LD50, hERG inhibition percentage) or binary classification for toxic/non-toxic outcomes (e.g., AMES mutagenicity, cardiotoxicity, hepatotoxicity). Dataset: skin_reaction. (1) The compound is CCCCCCCCCCCCCCCCCl. The result is 1 (causes skin reaction). (2) The compound is COC(=O)c1ccc(CBr)cc1. The result is 1 (causes skin reaction). (3) The molecule is CCCCCCCCCCCCCC(=O)OC(C)C. The result is 1 (causes skin reaction).